Predict the reaction yield, written as a fraction of the theoretical maximum amount of product (1.0 means a 100% yield; for example, 0.34 means a 34% yield). From a dataset of Reaction yield outcomes from USPTO patents with 853,638 reactions. (1) The reactants are [Br:1][C:2]1[CH:15]=[C:14]2[C:5]([O:6][CH2:7][CH2:8][N:9]3[C:13]2=[N:12][C:11](I)=[CH:10]3)=[CH:4][CH:3]=1.C[Si](C)(C)N[Si](C)(C)C.C[N:27]([CH:29]=[O:30])C. The catalyst is Cl[Pd](Cl)([P](C1C=CC=CC=1)(C1C=CC=CC=1)C1C=CC=CC=1)[P](C1C=CC=CC=1)(C1C=CC=CC=1)C1C=CC=CC=1. The product is [Br:1][C:2]1[CH:15]=[C:14]2[C:5]([O:6][CH2:7][CH2:8][N:9]3[C:13]2=[N:12][C:11]([C:29]([NH2:27])=[O:30])=[CH:10]3)=[CH:4][CH:3]=1. The yield is 0.950. (2) The reactants are Cl[CH2:2][CH2:3][CH2:4][N:5]1[C:14]2[C:9](=[CH:10][CH:11]=[C:12]([CH3:15])[CH:13]=2)[CH:8]=[CH:7][C:6]1=[O:16].C([O-])([O-])=O.[K+].[K+].[CH2:23]([CH:27]1[CH2:32][CH2:31][NH:30][CH2:29][CH2:28]1)[CH2:24][CH2:25][CH3:26].CCOC(C)=O. The catalyst is CC#N.O. The product is [CH2:23]([CH:27]1[CH2:32][CH2:31][N:30]([CH2:2][CH2:3][CH2:4][N:5]2[C:14]3[C:9](=[CH:10][CH:11]=[C:12]([CH3:15])[CH:13]=3)[CH:8]=[CH:7][C:6]2=[O:16])[CH2:29][CH2:28]1)[CH2:24][CH2:25][CH3:26]. The yield is 0.0600. (3) The reactants are [H-].[Al+3].[Li+].[H-].[H-].[H-].CON(C)[C:10]([C@H:12]1[CH2:21][C:20]2[C:15](=[CH:16][CH:17]=[CH:18][CH:19]=2)[CH2:14][N:13]1[C:22]([O:24][C:25]([CH3:28])([CH3:27])[CH3:26])=[O:23])=[O:11]. The catalyst is CCOCC. The product is [CH:10]([C@H:12]1[CH2:21][C:20]2[C:15](=[CH:16][CH:17]=[CH:18][CH:19]=2)[CH2:14][N:13]1[C:22]([O:24][C:25]([CH3:28])([CH3:27])[CH3:26])=[O:23])=[O:11]. The yield is 1.00. (4) The reactants are [Cl:1][C:2]([Cl:7])([Cl:6])[C:3](O)=[O:4].ClC(Cl)(Cl)C([O-])=O.[Na+].[CH3:16][N:17]1[CH2:22][CH2:21][N:20]([C:23]2[CH:30]=[CH:29][C:26](C=O)=[CH:25][CH:24]=2)[CH2:19][CH2:18]1. The catalyst is CN(C)C=O. The product is [Cl:1][C:2]([Cl:7])([Cl:6])[CH:3]([C:26]1[CH:25]=[CH:24][C:23]([N:20]2[CH2:21][CH2:22][N:17]([CH3:16])[CH2:18][CH2:19]2)=[CH:30][CH:29]=1)[OH:4]. The yield is 0.820. (5) The reactants are C[O:2][C:3](=[O:26])[C:4]1[CH:9]=[CH:8][C:7]([C:10]([NH:12][C@@H:13]([C:15]2[C:24]3[C:19](=[CH:20][CH:21]=[CH:22][CH:23]=3)[CH:18]=[CH:17][CH:16]=2)[CH3:14])=[O:11])=[CH:6][C:5]=1[Cl:25].O.[OH-].[Li+]. The catalyst is O1CCCC1.CO.O. The product is [Cl:25][C:5]1[CH:6]=[C:7]([C:10]([NH:12][C@@H:13]([C:15]2[C:24]3[C:19](=[CH:20][CH:21]=[CH:22][CH:23]=3)[CH:18]=[CH:17][CH:16]=2)[CH3:14])=[O:11])[CH:8]=[CH:9][C:4]=1[C:3]([OH:26])=[O:2]. The yield is 0.840. (6) The reactants are [C:1]([O:5][C:6]([N:8]1[CH2:13][CH2:12][NH:11][CH:10]([C:14](=[O:16])[NH2:15])[CH2:9]1)=[O:7])([CH3:4])([CH3:3])[CH3:2].[CH:17](=O)[C:18]1[CH:23]=[CH:22][CH:21]=[CH:20][CH:19]=1.C(O[BH-](OC(=O)C)OC(=O)C)(=O)C.[Na+].ClCCl. The catalyst is ClCCCl. The product is [CH2:17]([N:11]1[CH2:12][CH2:13][N:8]([C:6]([O:5][C:1]([CH3:4])([CH3:2])[CH3:3])=[O:7])[CH2:9][CH:10]1[C:14](=[O:16])[NH2:15])[C:18]1[CH:23]=[CH:22][CH:21]=[CH:20][CH:19]=1. The yield is 0.930.